Binary Classification. Given a drug SMILES string, predict its activity (active/inactive) in a high-throughput screening assay against a specified biological target. From a dataset of HIV replication inhibition screening data with 41,000+ compounds from the AIDS Antiviral Screen. (1) The compound is COc1ccc(C=C2CCC(C)C3=C(c4ccc(OC)c(OC)c4)C(C#N)=C(N)OC23)cc1OC. The result is 0 (inactive). (2) The drug is OC12c3ccccc3C1CCCC2N1CCOCC1. The result is 0 (inactive). (3) The molecule is O=C1NC(=O)C(CC2CCCCCCCCCCC2=O)C(=O)N1. The result is 0 (inactive). (4) The molecule is O=c1c2cccnc2ncn1CCN1CCCC1. The result is 0 (inactive). (5) The drug is CN(C)C(=NC#N)NCc1ccccc1. The result is 0 (inactive). (6) The drug is COc1ccc(C(=NNc2nc3ccccc3n2Cc2ccccc2)C(=O)O)cc1. The result is 0 (inactive). (7) The molecule is N#Cc1ccc(-c2nc3c(N)nc(-c4ccccc4)nc3o2)cc1. The result is 0 (inactive).